Dataset: Experimentally validated miRNA-target interactions with 360,000+ pairs, plus equal number of negative samples. Task: Binary Classification. Given a miRNA mature sequence and a target amino acid sequence, predict their likelihood of interaction. (1) The miRNA is mmu-miR-1199-5p with sequence UCUGAGUCCCGGUCGCGCGG. The protein sequence of the target gene is MTGGFCVPVLLAAWLAAAAAEGLEQAALPAEESRVQPMTASNWTLVMEGEWMLKFYAPWCPSCQQTDSEWETFAKNGETLQISVGKVDVIQEPGLSGRFFVTTLPAFFHAKDGIFRRYRGPGIYEDLQNYILEKKWQSVEPLTGWKSPASLTMSGMAGLFSISGKIWHLHNYFTVTLGIPAWCSYVFFVIATLVFGLFMGLILVVISECFCVPLPRASSERCEQEQSTGEAQGAEQLQDAEEEKDDSNEEENKDSLVDDEEEKEDIGDEDEGEEDEEEDNLAGIMAEERSDTNERAVVKE.... Result: 1 (interaction). (2) The protein sequence of the target gene is MDPGSRWRNLPSGPSLKHLTDPSYGIPREQQKAALQELTRAHVESFNYAVHEGLGLAVQAIPPFEFAFKDERISFTILDAVISPPTVPKGTICKEANVYPAECRGRRSTYRGKLTADINWAVNGISKGIIKQFLGYVPIMVKSKLCNLRNLPPQALIEHHEEAEEMGGYFIINGIEKVIRMLIMPRRNFPIAMIRPKWKTRGPGYTQYGVSMHCVREEHSAVNMNLHYLENGTVMLNFIYRKELFFLPLGFALKALVSFSDYQIFQELIKGKEDDSFLRNSVSQMLRIVMEEGCSTQKQV.... Result: 1 (interaction). The miRNA is hsa-miR-24-3p with sequence UGGCUCAGUUCAGCAGGAACAG. (3) The miRNA is mmu-miR-3474 with sequence CCCUGGGAGGAGACGUGGAUUC. The protein sequence of the target gene is MWLKPEEVLLKNALKLWLMERSNDYFVLQRRRGYGEEGGGGLTGLLVGTLDSVLDSTAKVAPFRILHQTPDSQVYLSIACGANREEITKHWDWLEQNIMKTLSVFDSNEDITNFVQGKIRGLIAEEGKHCFAKEDDPEKFREALLKFEKCFGLPEKEKLVTYYSCSYWKGRVPCQGWLYLSTNFLSFYSFLLGSEIKLIISWDEVSKLEKTSNVILTESIHVCSQGENHYFSMFLHINQTYLLMEQLANYAIRRLFDKETFDNDPVLYNPLQITKRGLENRAHSEQFNAFFRLPKGESLK.... Result: 0 (no interaction). (4) The miRNA is hsa-miR-518a-5p with sequence CUGCAAAGGGAAGCCCUUUC. The protein sequence of the target gene is MFQPAAKRGFTIESLVAKDGGTGGGTGGGGAGSHLLAAAASEEPLRPTALNYPHPSAAEAAFVSGFPAAAAAGAGRSLYGGPELVFPEAMNHPALTVHPAHQLGASPLQPPHSFFGAQHRDPLHFYPWVLRNRFFGHRFQASDVPQDGLLLHGPFARKPKRIRTAFSPSQLLRLERAFEKNHYVVGAERKQLAGSLSLSETQVKVWFQNRRTKYKRQKLEEEGPESEQKKKGSHHINRWRIATKQANGEDIDVTSND. Result: 0 (no interaction). (5) The miRNA is hsa-miR-3617-5p with sequence AAAGACAUAGUUGCAAGAUGGG. The protein sequence of the target gene is MATQSDMEKEQKHQQDEGQGGLNNETALASGDACGTGNQDPAASVTTVSSQASPSGGAALSSSTAGSSAAAATSAAIFITDEASGLPIIAAVLTERHSDRQDCRSPHEVFGCVVPEGGSQAAVGPQKATGHADEHLAQTKSPGNSRRRKQPCRNQAAPAQKPPGRRLFPEPLPPSSPGFRPSSYPCSGASTSSQATQPGPALLSHASEARPATRSRITLVASALRRRASGPGPVIRGCTAQPGPAFPHRATHLDPARLSPESAPGPARRGRASVPGPARRGCDSAPGPARRGRDSAPVSA.... Result: 0 (no interaction). (6) The protein sequence of the target gene is MSDRKAVIKNADMSEDMQQDAVDCATQAMEKYNIEKDIAAYIKKEFDKKYNPTWHCIVGRNFGSYVTHETKHFIYFYLGQVAILLFKSG. Result: 1 (interaction). The miRNA is hsa-miR-4276 with sequence CUCAGUGACUCAUGUGC. (7) The miRNA is hsa-miR-650 with sequence AGGAGGCAGCGCUCUCAGGAC. The protein sequence of the target gene is MSNRVVCREASHAGSWYTASGPQLNAQLEGWLSQVQSTKRPARAIIAPHAGYTYCGSCAAHAYKQVDPSVTRRIFILGPSHHVPLSRCALSSVDIYRTPLYDLRIDQKIYGELWKTGMFERMSLQTDEDEHSIEMHLPYTAKAMESHKDEFTIIPVLVGALSESKEQEFGKLFSKYLADPSNLFVVSSDFCHWGQRFRYSYYDESQGEIYRSIEHLDKMGMSIIEQLDPVSFSNYLKKYHNTICGRHPIGVLLNAITELQKNGMNMSFSFLNYAQSSQCRSWQDSSVSYAAGALTVH. Result: 0 (no interaction).